Dataset: Catalyst prediction with 721,799 reactions and 888 catalyst types from USPTO. Task: Predict which catalyst facilitates the given reaction. (1) Reactant: [N+:1]([C:4]1[CH:9]=[CH:8][C:7]([C:10]2[CH:11]=[N:12][C:13]3[C:18]([N:19]=2)=[CH:17][C:16]([OH:20])=[CH:15][CH:14]=3)=[CH:6][CH:5]=1)([O-])=O.C(=O)([O-])[O-].[K+].[K+].[F:27][CH2:28][CH2:29]OS(C1C=CC(C)=CC=1)(=O)=O. Product: [F:27][CH2:28][CH2:29][O:20][C:16]1[CH:17]=[C:18]2[C:13]([N:12]=[CH:11][C:10]([C:7]3[CH:8]=[CH:9][C:4]([NH2:1])=[CH:5][CH:6]=3)=[N:19]2)=[CH:14][CH:15]=1. The catalyst class is: 9. (2) Reactant: [C:1]([O:5][C:6](=[O:16])[NH:7][C:8]1[C:13]([CH3:14])=[CH:12][C:11]([Br:15])=[CH:10][N:9]=1)([CH3:4])([CH3:3])[CH3:2].[H-].[Na+].I[CH3:20]. Product: [C:1]([O:5][C:6](=[O:16])[N:7]([C:8]1[C:13]([CH3:14])=[CH:12][C:11]([Br:15])=[CH:10][N:9]=1)[CH3:20])([CH3:4])([CH3:2])[CH3:3]. The catalyst class is: 1. (3) Reactant: [F:1][C:2]1[CH:7]=[CH:6][CH:5]=[CH:4][C:3]=1[N:8]1[C:16]2[C:11](=[C:12]([N:17]3[CH2:21][CH2:20][NH:19][C:18]3=[O:22])[CH:13]=[CH:14][CH:15]=2)[CH:10]=[N:9]1.[H-].[Na+].Br[CH2:26][C:27]1[S:28][CH:29]=[C:30]([C:32]([F:35])([F:34])[F:33])[N:31]=1. Product: [F:1][C:2]1[CH:7]=[CH:6][CH:5]=[CH:4][C:3]=1[N:8]1[C:16]2[C:11](=[C:12]([N:17]3[CH2:21][CH2:20][N:19]([CH2:26][C:27]4[S:28][CH:29]=[C:30]([C:32]([F:35])([F:34])[F:33])[N:31]=4)[C:18]3=[O:22])[CH:13]=[CH:14][CH:15]=2)[CH:10]=[N:9]1. The catalyst class is: 9. (4) Reactant: C(OC(=O)C)(=O)C.[N:8]1([CH2:17][CH:18]([OH:35])[CH2:19][O:20][C:21]2[CH:26]=[CH:25][C:24]([CH2:27][CH2:28][CH2:29][CH2:30][CH2:31][CH2:32][CH2:33][CH3:34])=[CH:23][CH:22]=2)[C:16]2[C:11](=[CH:12][CH:13]=[CH:14][CH:15]=2)[CH:10]=[N:9]1.C(=O)([O-])O.[Na+].[Na+].[Cl-]. Product: [N:8]1([CH2:17][C:18](=[O:35])[CH2:19][O:20][C:21]2[CH:22]=[CH:23][C:24]([CH2:27][CH2:28][CH2:29][CH2:30][CH2:31][CH2:32][CH2:33][CH3:34])=[CH:25][CH:26]=2)[C:16]2[C:11](=[CH:12][CH:13]=[CH:14][CH:15]=2)[CH:10]=[N:9]1. The catalyst class is: 16. (5) Reactant: [Cl:1][C:2]1[N:3]=[N:4][N:5]([C:7]2[CH:12]=[CH:11][C:10]([N+:13]([O-])=O)=[CH:9][CH:8]=2)[CH:6]=1.Cl[Sn]Cl. Product: [Cl:1][C:2]1[N:3]=[N:4][N:5]([C:7]2[CH:12]=[CH:11][C:10]([NH2:13])=[CH:9][CH:8]=2)[CH:6]=1. The catalyst class is: 8.